Dataset: Full USPTO retrosynthesis dataset with 1.9M reactions from patents (1976-2016). Task: Predict the reactants needed to synthesize the given product. (1) Given the product [Cl:1][C:2]1[N:10]=[C:9]2[C:5]([N:6]=[CH:7][N:8]2[CH:11]([CH3:14])[CH2:12][CH3:13])=[C:4]([NH:29][CH2:28][C:24]2[CH:25]=[CH:26][CH:27]=[C:22]([I:21])[CH:23]=2)[N:3]=1, predict the reactants needed to synthesize it. The reactants are: [Cl:1][C:2]1[N:10]=[C:9]2[C:5]([N:6]=[CH:7][N:8]2[CH:11]([CH3:14])[CH2:12][CH3:13])=[C:4](Cl)[N:3]=1.C(O)CCC.[I:21][C:22]1[CH:23]=[C:24]([CH2:28][NH2:29])[CH:25]=[CH:26][CH:27]=1. (2) Given the product [Cl:25][C:7]1[N:8]=[C:9]2[C:4]([CH:3]=[C:2]([C:11]([O:13][CH2:14][CH3:15])=[O:12])[NH:1]2)=[CH:5][CH:6]=1, predict the reactants needed to synthesize it. The reactants are: [NH:1]1[C:9]2[C:4](=[CH:5][CH:6]=[CH:7][N+:8]=2[O-])[CH:3]=[C:2]1[C:11]([O:13][CH2:14][CH3:15])=[O:12].C[Si](C)(C)N[Si](C)(C)C.[Cl:25]C(OC)=O. (3) Given the product [Cl:27][C:28]1[C:37]([CH2:38][NH:2][CH:3]2[CH2:8][CH2:7][N:6]([CH2:9][CH2:10][N:11]3[C:20]4[C:15](=[CH:16][CH:17]=[N:18][CH:19]=4)[CH:14]=[CH:13][C:12]3=[O:21])[CH2:5][CH2:4]2)=[N:36][C:35]2[NH:34][C:33](=[O:40])[CH2:32][S:31][C:30]=2[CH:29]=1, predict the reactants needed to synthesize it. The reactants are: Cl.[NH2:2][CH:3]1[CH2:8][CH2:7][N:6]([CH2:9][CH2:10][N:11]2[C:20]3[C:15](=[CH:16][CH:17]=[N:18][CH:19]=3)[CH:14]=[CH:13][C:12]2=[O:21])[CH2:5][CH2:4]1.C[O-].[Na+].CO.[Cl:27][C:28]1[C:37]([CH:38]=O)=[N:36][C:35]2[NH:34][C:33](=[O:40])[CH2:32][S:31][C:30]=2[CH:29]=1.C([BH3-])#N.[Na+]. (4) Given the product [NH2:19][CH2:18][CH2:17][CH2:16][CH2:15][CH2:14][CH2:13][N:9]1[CH:10]=[CH:11][N:12]=[C:8]1[C:6]1[CH:5]=[CH:4][CH:3]=[C:2]([CH3:1])[N:7]=1, predict the reactants needed to synthesize it. The reactants are: [CH3:1][C:2]1[N:7]=[C:6]([C:8]2[N:9]([CH2:13][CH2:14][CH2:15][CH2:16][CH2:17][CH2:18][N:19]3C(=O)C4=CC=CC=C4C3=O)[CH:10]=[CH:11][N:12]=2)[CH:5]=[CH:4][CH:3]=1.O.NN. (5) Given the product [O:10]1[C:9]2[CH:8]=[CH:7][C:5]([NH:6][C:11](=[O:13])[CH3:12])=[CH:4][C:3]=2[O:2][CH2:1]1, predict the reactants needed to synthesize it. The reactants are: [CH2:1]1[O:10][C:9]2[CH:8]=[CH:7][C:5]([NH2:6])=[CH:4][C:3]=2[O:2]1.[C:11](OC(=O)C)(=[O:13])[CH3:12].C([O-])(O)=O.[Na+]. (6) The reactants are: [CH2:1]([C:3]1[N:8]([CH2:9][C:10](=[O:17])[C:11]2[CH:16]=[CH:15][CH:14]=[CH:13][CH:12]=2)[C:7](=[O:18])[C:6]2[C:19]([O:28][CH:29]([CH3:31])[CH3:30])=[C:20]([C:23]([O:25][CH2:26][CH3:27])=[O:24])[N:21]([CH3:22])[C:5]=2[CH:4]=1)[CH3:2].C(=O)([O-])[O-].[K+].[K+].S(OC(C)C)(OC(C)C)(=O)=O. Given the product [CH2:1]([C:3]1[N:8]([CH2:9][C:10](=[O:17])[C:11]2[CH:16]=[CH:15][CH:14]=[CH:13][CH:12]=2)[C:7](=[O:18])[C:6]2[C:19]([O:28][CH:29]([CH3:30])[CH3:31])=[C:20]([C:23]([OH:25])=[O:24])[N:21]([CH3:22])[C:5]=2[CH:4]=1)[CH3:2].[CH2:1]([C:3]1[N:8]([CH2:9][C:10](=[O:17])[C:11]2[CH:16]=[CH:15][CH:14]=[CH:13][CH:12]=2)[C:7](=[O:18])[C:6]2[C:19]([O:28][CH:29]([CH3:31])[CH3:30])=[C:20]([C:23]([O:25][CH2:26][CH3:27])=[O:24])[N:21]([CH3:22])[C:5]=2[CH:4]=1)[CH3:2], predict the reactants needed to synthesize it. (7) Given the product [CH3:46][O:47][C:1]1[CH:2]=[CH:3][C:4]([CH2:7][N:10]2[CH2:15][CH2:14][CH:13]([CH2:16][CH2:17][O:18][C:19]3[CH:20]=[CH:21][C:22]([C:25]4[NH:29][C:28]5[CH:30]=[CH:31][C:32]([C:34]([NH2:36])=[O:35])=[CH:33][C:27]=5[N:26]=4)=[CH:23][CH:24]=3)[CH2:12][CH2:11]2)=[CH:5][CH:6]=1, predict the reactants needed to synthesize it. The reactants are: [C:1]1(C)[CH:6]=[CH:5][C:4]([CH:7]=O)=[CH:3][CH:2]=1.[NH:10]1[CH2:15][CH2:14][CH:13]([CH2:16][CH2:17][O:18][C:19]2[CH:24]=[CH:23][C:22]([C:25]3[NH:29][C:28]4[CH:30]=[CH:31][C:32]([C:34]([NH2:36])=[O:35])=[CH:33][C:27]=4[N:26]=3)=[CH:21][CH:20]=2)[CH2:12][CH2:11]1.N1C2C=CC([C:46](N)=[O:47])=CC=2N=C1.